From a dataset of Forward reaction prediction with 1.9M reactions from USPTO patents (1976-2016). Predict the product of the given reaction. (1) The product is: [CH2:11]([C:6]1[C:7]([CH2:8][CH2:9][O:10][S:14]([CH3:13])(=[O:16])=[O:15])=[C:3]([CH2:1][CH3:2])[N:4]([S:14]([CH3:13])(=[O:16])=[O:15])[N:5]=1)[CH3:12]. Given the reactants [CH2:1]([C:3]1[C:7]([CH2:8][CH2:9][OH:10])=[C:6]([CH2:11][CH3:12])[NH:5][N:4]=1)[CH3:2].[CH3:13][S:14](Cl)(=[O:16])=[O:15].C(N(CC)CC)C, predict the reaction product. (2) Given the reactants Cl.CO[C:4]([C:6]1[CH:11]=[CH:10][CH:9]=[CH:8][C:7]=1[CH2:12][C:13](=[NH:16])OC)=[O:5].[CH3:17][CH:18]1[CH2:23][NH:22][CH2:21][CH2:20][NH:19]1, predict the reaction product. The product is: [CH3:17][CH:18]1[NH:19][CH2:20][CH2:21][N:22]([C:13]2[NH:16][C:4](=[O:5])[C:6]3[C:7]([CH:12]=2)=[CH:8][CH:9]=[CH:10][CH:11]=3)[CH2:23]1.